This data is from Reaction yield outcomes from USPTO patents with 853,638 reactions. The task is: Predict the reaction yield, written as a fraction of the theoretical maximum amount of product (1.0 means a 100% yield; for example, 0.34 means a 34% yield). The reactants are [N:1]1([C:6]2[CH:11]=[CH:10][C:9]([NH2:12])=[C:8]([CH3:13])[CH:7]=2)[CH:5]=[CH:4][N:3]=[CH:2]1.[CH3:14][C:15]([O:17]C(C)=O)=O.[N+:21]([O-])([OH:23])=[O:22].[OH-].[NH4+]. The catalyst is C(Cl)Cl.O.OS(O)(=O)=O. The product is [N:1]1([C:6]2[CH:11]=[C:10]([N+:21]([O-:23])=[O:22])[C:9]([NH:12][C:15](=[O:17])[CH3:14])=[C:8]([CH3:13])[CH:7]=2)[CH:5]=[CH:4][N:3]=[CH:2]1. The yield is 0.410.